This data is from Full USPTO retrosynthesis dataset with 1.9M reactions from patents (1976-2016). The task is: Predict the reactants needed to synthesize the given product. (1) Given the product [Cl:1][C:2]1[C:10]([C:11]([OH:13])=[O:12])=[CH:9][CH:8]=[C:7]2[C:3]=1/[C:4](=[N:28]/[NH:27][C:25](=[O:26])[CH2:24][C:19]1[CH:20]=[CH:21][C:22]([OH:23])=[C:17]([Cl:16])[CH:18]=1)/[C:5](=[O:14])[NH:6]2, predict the reactants needed to synthesize it. The reactants are: [Cl:1][C:2]1[C:10]([C:11]([OH:13])=[O:12])=[CH:9][CH:8]=[C:7]2[C:3]=1[C:4](=O)[C:5](=[O:14])[NH:6]2.[Cl:16][C:17]1[CH:18]=[C:19]([CH2:24][C:25]([NH:27][NH2:28])=[O:26])[CH:20]=[CH:21][C:22]=1[OH:23]. (2) Given the product [F:10][C:11]1[C:16]([O:17][CH3:18])=[CH:15][CH:14]=[CH:13][C:12]=1[C:2]1[O:6][C:5]([CH3:7])=[C:4]([CH:8]=[O:9])[CH:3]=1, predict the reactants needed to synthesize it. The reactants are: Br[C:2]1[O:6][C:5]([CH3:7])=[C:4]([CH:8]=[O:9])[CH:3]=1.[F:10][C:11]1[C:16]([O:17][CH3:18])=[CH:15][CH:14]=[CH:13][C:12]=1B(O)O.C(=O)([O-])[O-].[Na+].[Na+].COCCOC. (3) Given the product [Cl:1][C:2]1[CH:18]=[CH:17][C:5]2[CH2:6][CH2:7][N:8]([C:11](=[O:16])[C:12]([F:15])([F:14])[F:13])[CH2:9][CH2:10][C:4]=2[C:3]=1[NH:37][CH2:36][C:35]1[CH:38]=[CH:39][CH:40]=[C:33]([C:27]2[CH:32]=[CH:31][CH:30]=[CH:29][CH:28]=2)[CH:34]=1, predict the reactants needed to synthesize it. The reactants are: [Cl:1][C:2]1[CH:18]=[CH:17][C:5]2[CH2:6][CH2:7][N:8]([C:11](=[O:16])[C:12]([F:15])([F:14])[F:13])[CH2:9][CH2:10][C:4]=2[C:3]=1OS(C(F)(F)F)(=O)=O.[C:27]1([C:33]2[CH:34]=[C:35]([CH:38]=[CH:39][CH:40]=2)[CH2:36][NH2:37])[CH:32]=[CH:31][CH:30]=[CH:29][CH:28]=1.C1C=CC(P(C2C(C3C(P(C4C=CC=CC=4)C4C=CC=CC=4)=CC=C4C=3C=CC=C4)=C3C(C=CC=C3)=CC=2)C2C=CC=CC=2)=CC=1.C(=O)([O-])[O-].[Cs+].[Cs+]. (4) The reactants are: C(OC([N:8]1[C:12]([C:14]2[CH:19]=[CH:18][CH:17]=[C:16]([Br:20])[CH:15]=2)([CH3:13])[CH2:11][O:10][S:9]1(=[O:22])=[O:21])=O)(C)(C)C.C(Cl)Cl. Given the product [Br:20][C:16]1[CH:15]=[C:14]([C:12]2([CH3:13])[CH2:11][O:10][S:9](=[O:22])(=[O:21])[NH:8]2)[CH:19]=[CH:18][CH:17]=1, predict the reactants needed to synthesize it. (5) Given the product [CH:1]1([C:4]2[CH:5]=[C:6]([CH:7]([O:11][CH2:12][CH3:13])[O:8][CH2:9][CH3:10])[N:25]=[C:23]([S:22][CH2:16][CH2:17][CH2:18][CH2:19][CH2:20][CH3:21])[N:24]=2)[CH2:3][CH2:2]1, predict the reactants needed to synthesize it. The reactants are: [CH:1]1([C:4](=O)[C:5]#[C:6][CH:7]([O:11][CH2:12][CH3:13])[O:8][CH2:9][CH3:10])[CH2:3][CH2:2]1.Br.[CH2:16]([S:22][C:23](=[NH:25])[NH2:24])[CH2:17][CH2:18][CH2:19][CH2:20][CH3:21].C(N(CC)CC)C. (6) Given the product [CH3:1][O:2][CH2:3][C:4]([C:5]1[O:9][N:8]=[C:7]([NH2:15])[CH:6]=1)([CH3:11])[CH3:10], predict the reactants needed to synthesize it. The reactants are: [CH3:1][O:2][CH2:3][C:4]([CH3:11])([CH3:10])[C:5](=[O:9])[CH2:6][C:7]#[N:8].[OH-].[Na+].Cl.[NH2:15]O.Cl. (7) The reactants are: [NH2:1][C:2]1[C:7]2=[CH:8][CH:9]=[C:10]([CH2:11][CH2:12]O)[N:6]2[N:5]=[CH:4][N:3]=1.O=S(Cl)Cl.C(N(CC)CC)C.[NH:25]1[CH2:30][CH2:29][O:28][CH2:27][CH2:26]1.[Na+].[I-]. Given the product [N:25]1([CH2:12][CH2:11][C:10]2[N:6]3[C:7]([C:2]([NH2:1])=[N:3][CH:4]=[N:5]3)=[CH:8][CH:9]=2)[CH2:30][CH2:29][O:28][CH2:27][CH2:26]1, predict the reactants needed to synthesize it.